Dataset: Reaction yield outcomes from USPTO patents with 853,638 reactions. Task: Predict the reaction yield, written as a fraction of the theoretical maximum amount of product (1.0 means a 100% yield; for example, 0.34 means a 34% yield). The reactants are [O:1]=[C:2]1[CH:7]=[C:6]([C:8](OC)=[O:9])[CH:5]=[CH:4][NH:3]1.[BH4-].[Li+].O1CCCC1.CO.O. The catalyst is O1CCCC1. The product is [OH:9][CH2:8][C:6]1[CH:5]=[CH:4][NH:3][C:2](=[O:1])[CH:7]=1. The yield is 0.880.